The task is: Predict the product of the given reaction.. This data is from Forward reaction prediction with 1.9M reactions from USPTO patents (1976-2016). (1) The product is: [Cl:1][C:2]1[CH:3]=[C:4]([C:9]2[C:10](=[O:20])[NH:11][NH:12][C:13]=2[C:14]2[CH:15]=[CH:16][N:17]=[CH:18][CH:19]=2)[CH:5]=[CH:6][C:7]=1[Cl:8]. Given the reactants [Cl:1][C:2]1[CH:3]=[C:4]([CH:9]2[CH:13]([C:14]3[CH:19]=[CH:18][N:17]=[CH:16][CH:15]=3)[NH:12][NH:11][C:10]2=[O:20])[CH:5]=[CH:6][C:7]=1[Cl:8], predict the reaction product. (2) Given the reactants [C:1]([N:8]1[CH2:12][CH2:11][CH2:10][CH2:9]1)([O:3][C:4]([CH3:7])([CH3:6])[CH3:5])=[O:2].[CH2:27]1[CH2:26][C@H:25]2[N:24](C[C@H:18]3[C@@H:25]4[CH2:26][CH2:27][CH2:28][CH2:29][N:24]4C[C@@H:18]2C3)[CH2:29][CH2:28]1.[Li]C(CC)C, predict the reaction product. The product is: [NH2:24][C:29]1[CH:18]=[CH:25][C:26]([C@H:12]2[CH2:11][CH2:10][CH2:9][N:8]2[C:1]([O:3][C:4]([CH3:7])([CH3:6])[CH3:5])=[O:2])=[CH:27][CH:28]=1. (3) Given the reactants [Cl:1][C:2]1[CH:3]=[CH:4][C:5]([C:11]([F:14])([F:13])[F:12])=[C:6]([CH:10]=1)[C:7]([OH:9])=[O:8].S(Cl)(Cl)=O.[CH3:19]O, predict the reaction product. The product is: [Cl:1][C:2]1[CH:3]=[CH:4][C:5]([C:11]([F:12])([F:13])[F:14])=[C:6]([CH:10]=1)[C:7]([O:9][CH3:19])=[O:8].